This data is from Aqueous solubility values for 9,982 compounds from the AqSolDB database. The task is: Regression/Classification. Given a drug SMILES string, predict its absorption, distribution, metabolism, or excretion properties. Task type varies by dataset: regression for continuous measurements (e.g., permeability, clearance, half-life) or binary classification for categorical outcomes (e.g., BBB penetration, CYP inhibition). For this dataset (solubility_aqsoldb), we predict Y. The compound is CC(C)CNCc1cccc(C(=O)c2csc(S(N)(=O)=O)c2)c1. The Y is -2.05 log mol/L.